This data is from Reaction yield outcomes from USPTO patents with 853,638 reactions. The task is: Predict the reaction yield, written as a fraction of the theoretical maximum amount of product (1.0 means a 100% yield; for example, 0.34 means a 34% yield). (1) The reactants are [CH2:1]([O:8][C:9]([C:11]1[CH:12]=[C:13]([CH:17]2[C:26]([CH3:28])([CH3:27])[CH:25](O)[C:24]3[C:19](=[C:20]([C:30]([O:32][CH3:33])=[O:31])[CH:21]=[CH:22][CH:23]=3)[NH:18]2)[CH:14]=[CH:15][CH:16]=1)=[O:10])[C:2]1[CH:7]=[CH:6][CH:5]=[CH:4][CH:3]=1.C([SiH](CC)CC)C.FC(F)(F)C(O)=O.C(=O)([O-])[O-].[Na+].[Na+]. The catalyst is ClCCl.C(OCC)(=O)C. The product is [CH2:1]([O:8][C:9]([C:11]1[CH:12]=[C:13]([CH:17]2[C:26]([CH3:28])([CH3:27])[CH2:25][C:24]3[C:19](=[C:20]([C:30]([O:32][CH3:33])=[O:31])[CH:21]=[CH:22][CH:23]=3)[NH:18]2)[CH:14]=[CH:15][CH:16]=1)=[O:10])[C:2]1[CH:7]=[CH:6][CH:5]=[CH:4][CH:3]=1. The yield is 0.396. (2) The reactants are N(OCCC(C)C)=O.CS[S:11][CH3:12].[Br:13][C:14]1[CH:20]=[CH:19][C:17](N)=[C:16]([N+:21]([O-:23])=[O:22])[CH:15]=1. No catalyst specified. The product is [Br:13][C:14]1[CH:20]=[CH:19][C:17]([S:11][CH3:12])=[C:16]([N+:21]([O-:23])=[O:22])[CH:15]=1. The yield is 0.970. (3) The reactants are Cl[C:2]1[CH:3]=[CH:4][N:5]2[C:10]([C:11]=1[CH3:12])=[C:9]([CH:13]1[CH2:15][CH2:14]1)[CH:8]=[C:7]([C:16]([O:18][CH3:19])=[O:17])[C:6]2=[O:20].[F:21][C:22]1[CH:27]=[C:26](B(O)O)[CH:25]=[CH:24][N:23]=1. No catalyst specified. The product is [CH:13]1([C:9]2[CH:8]=[C:7]([C:16]([O:18][CH3:19])=[O:17])[C:6](=[O:20])[N:5]3[C:10]=2[C:11]([CH3:12])=[C:2]([C:26]2[CH:25]=[CH:24][N:23]=[C:22]([F:21])[CH:27]=2)[CH:3]=[CH:4]3)[CH2:15][CH2:14]1. The yield is 0.890. (4) The reactants are C1(S([O-])=O)C=CC=CC=1.[Na+].CS(C)=O.BrC1C(C[C:23]2[C:31]3[C:30](=[O:32])[CH2:29][C:28](C)(C)[CH2:27][C:26]=3[NH:25][C:24]=2C)=CC=CN=1. The catalyst is [Cl-].[NH4+].[Cu]I. The product is [NH:25]1[C:26]2[CH2:27][CH2:28][CH2:29][C:30](=[O:32])[C:31]=2[CH:23]=[CH:24]1. The yield is 0.330. (5) The reactants are [I:1][C:2]1[CH:3]=[C:4]2[C:9](=[CH:10][CH:11]=1)[C:8](=[O:12])[NH:7][C:6](=[O:13])[C:5]2=[CH:14]OC.[NH2:17][C:18]1[CH:19]=[CH:20][C:21]([N:24]2[CH2:29][CH2:28][N:27]([C:30]([O:32][C:33]([CH3:36])([CH3:35])[CH3:34])=[O:31])[CH2:26][CH2:25]2)=[N:22][CH:23]=1. The catalyst is CN(C)C=O. The product is [I:1][C:2]1[CH:3]=[C:4]2[C:9](=[CH:10][CH:11]=1)[C:8](=[O:12])[NH:7][C:6](=[O:13])/[C:5]/2=[CH:14]\[NH:17][C:18]1[CH:19]=[CH:20][C:21]([N:24]2[CH2:29][CH2:28][N:27]([C:30]([O:32][C:33]([CH3:36])([CH3:35])[CH3:34])=[O:31])[CH2:26][CH2:25]2)=[N:22][CH:23]=1. The yield is 0.790. (6) The reactants are Cl.C([O:4][CH2:5][CH2:6][O:7][NH:8][C:9]([C:11]1[C:20]([NH:21][C:22]2[CH:27]=[CH:26][C:25]([Br:28])=[CH:24][C:23]=2[Cl:29])=[C:19]([F:30])[C:14]2[N:15]=[CH:16][N:17]([CH3:18])[C:13]=2[CH:12]=1)=[O:10])=C. The catalyst is C(O)C. The product is [OH:4][CH2:5][CH2:6][O:7][NH:8][C:9]([C:11]1[C:20]([NH:21][C:22]2[CH:27]=[CH:26][C:25]([Br:28])=[CH:24][C:23]=2[Cl:29])=[C:19]([F:30])[C:14]2[N:15]=[CH:16][N:17]([CH3:18])[C:13]=2[CH:12]=1)=[O:10]. The yield is 1.00. (7) The reactants are Cl.[Cl:2][C:3]1[CH:23]=[CH:22][C:6]([O:7][CH:8]2[CH2:13][CH2:12][N:11](C(OC(C)(C)C)=O)[CH2:10][CH:9]2[CH3:21])=[CH:5][CH:4]=1. The catalyst is O1CCOCC1. The product is [ClH:2].[Cl:2][C:3]1[CH:23]=[CH:22][C:6]([O:7][CH:8]2[CH2:13][CH2:12][NH:11][CH2:10][CH:9]2[CH3:21])=[CH:5][CH:4]=1. The yield is 1.00. (8) The reactants are [Li+].CC([N-]C(C)C)C.C(NC(C)C)(C)C.[Li]CCCC.[CH3:21][N:22]1[CH:26]=[CH:25][C:24]([CH3:27])=[N:23]1.CN1C(C)=CC=N1.[CH2:35]([Sn:39](Cl)([CH2:44][CH2:45][CH2:46][CH3:47])[CH2:40][CH2:41][CH2:42][CH3:43])[CH2:36][CH2:37][CH3:38]. The catalyst is C1COCC1.O. The product is [CH3:21][N:22]1[C:26]([Sn:39]([CH2:40][CH2:41][CH2:42][CH3:43])([CH2:44][CH2:45][CH2:46][CH3:47])[CH2:35][CH2:36][CH2:37][CH3:38])=[CH:25][C:24]([CH3:27])=[N:23]1. The yield is 0.360. (9) The reactants are Br[C:2]12[CH2:11][CH:6]3[CH2:7][CH:8]([CH2:10][C:4]([C:12]([OH:14])=[O:13])([CH2:5]3)[CH2:3]1)[CH2:9]2.[Al+3].[Cl-:16].[Cl-].[Cl-]. The catalyst is ClC1C=CC=CC=1. The product is [Cl:16][C:2]1[CH:11]=[CH:6][C:5]([C:2]23[CH2:11][CH:6]4[CH2:7][CH:8]([CH2:10][C:4]([C:12]([OH:14])=[O:13])([CH2:5]4)[CH2:3]2)[CH2:9]3)=[CH:4][CH:3]=1. The yield is 0.793.